From a dataset of Forward reaction prediction with 1.9M reactions from USPTO patents (1976-2016). Predict the product of the given reaction. The product is: [NH:7]1[C:8]2[C:13](=[CH:12][CH:11]=[CH:10][CH:9]=2)[C:5]([CH2:4][C@H:3]([N:14]2[C:15](=[O:24])[C:16]3[C:21](=[CH:20][CH:19]=[CH:18][CH:17]=3)[C:22]2=[O:23])[CH2:2][O:1][C:28]2[S:32][C:31]([C:33]3[CH:34]=[C:35]4[C:40](=[CH:41][CH:42]=3)[CH:39]=[N:38][CH:37]=[CH:36]4)=[N:30][N:29]=2)=[CH:6]1. Given the reactants [OH:1][CH2:2][C@@H:3]([N:14]1[C:22](=[O:23])[C:21]2[C:16](=[CH:17][CH:18]=[CH:19][CH:20]=2)[C:15]1=[O:24])[CH2:4][C:5]1[C:13]2[C:8](=[CH:9][CH:10]=[CH:11][CH:12]=2)[NH:7][CH:6]=1.[H-].[Na+].Br[C:28]1[S:32][C:31]([C:33]2[CH:34]=[C:35]3[C:40](=[CH:41][CH:42]=2)[CH:39]=[N:38][CH:37]=[CH:36]3)=[N:30][N:29]=1, predict the reaction product.